From a dataset of Catalyst prediction with 721,799 reactions and 888 catalyst types from USPTO. Predict which catalyst facilitates the given reaction. (1) Reactant: [N:1]1([C:12](=[O:13])[C:11]2[N:10]([CH2:14][C:15]([OH:17])=O)[CH:9]=[N:8][C:7]=2[N:5]([CH3:6])[C:3]1=[O:4])[CH3:2].CN(C(ON1N=NC2C=CC=NC1=2)=[N+](C)C)C.F[P-](F)(F)(F)(F)F.[NH2:42][C:43]1[CH:48]=[CH:47][C:46]([C:49]([OH:52])([CH3:51])[CH3:50])=[CH:45][CH:44]=1. Product: [CH3:2][N:1]1[C:12](=[O:13])[C:11]2[N:10]([CH2:14][C:15]([NH:42][C:43]3[CH:44]=[CH:45][C:46]([C:49]([OH:52])([CH3:50])[CH3:51])=[CH:47][CH:48]=3)=[O:17])[CH:9]=[N:8][C:7]=2[N:5]([CH3:6])[C:3]1=[O:4]. The catalyst class is: 623. (2) Reactant: [C:1](Cl)(=[O:5])[O:2][CH2:3][CH3:4].[Br:7][C:8]1[S:9][C:10]2[CH2:11][CH2:12][C:13]3[CH:28]=[CH:27][CH:26]=[CH:25][C:14]=3[C:15](=[C:18]3[CH2:23][CH2:22][N:21](C)[CH2:20][CH2:19]3)[C:16]=2[CH:17]=1.C(=O)([O-])O.[Na+]. Product: [Br:7][C:8]1[S:9][C:10]2[CH2:11][CH2:12][C:13]3[CH:28]=[CH:27][CH:26]=[CH:25][C:14]=3[C:15](=[C:18]3[CH2:23][CH2:22][N:21]([C:1]([O:2][CH2:3][CH3:4])=[O:5])[CH2:20][CH2:19]3)[C:16]=2[CH:17]=1. The catalyst class is: 11.